From a dataset of Forward reaction prediction with 1.9M reactions from USPTO patents (1976-2016). Predict the product of the given reaction. (1) Given the reactants [CH2:1]([O:8][C:9]1[CH:10]=[C:11]([CH:13]=[CH:14][CH:15]=1)[NH2:12])[C:2]1[CH:7]=[CH:6][CH:5]=[CH:4][CH:3]=1.N1C=CC=CC=1.Cl[C:23]([O:25][C:26]1[CH:31]=[CH:30][CH:29]=[CH:28][CH:27]=1)=[O:24], predict the reaction product. The product is: [CH2:1]([O:8][C:9]1[CH:10]=[C:11]([NH:12][C:23](=[O:24])[O:25][C:26]2[CH:31]=[CH:30][CH:29]=[CH:28][CH:27]=2)[CH:13]=[CH:14][CH:15]=1)[C:2]1[CH:3]=[CH:4][CH:5]=[CH:6][CH:7]=1. (2) The product is: [Cl:27][C:28]1[CH:33]=[CH:32][C:31]([O:34][C:13]2[C:12]([F:15])=[CH:11][C:10]([S:16]([O:24][C:21]3[CH:32]=[CH:33][C:28]([Cl:27])=[CH:29][CH:30]=3)(=[O:18])=[O:19])=[C:9]([F:20])[CH:8]=2)=[C:30]([C:35]2[N:40]3[CH:41]=[CH:42][N:43]=[C:39]3[CH:38]=[CH:37][CH:36]=2)[CH:29]=1. Given the reactants ClC1C=CC([C:8]2[C:9]([F:20])=[C:10]([S:16]([O-:19])(=[O:18])=O)[CH:11]=[C:12]([F:15])[C:13]=2F)=CC=1.[C:21](=[O:24])([O-])[O-].[K+].[K+].[Cl:27][C:28]1[CH:33]=[CH:32][C:31]([OH:34])=[C:30]([C:35]2[N:40]3[CH:41]=[CH:42][N:43]=[C:39]3[CH:38]=[CH:37][CH:36]=2)[CH:29]=1, predict the reaction product. (3) Given the reactants [CH2:1]([O:3][C:4](=[O:24])[CH2:5][C:6]1[CH:11]=[CH:10][C:9](N)=[C:8]([O:13][C:14]2[CH:19]=[C:18]([C:20]#[N:21])[CH:17]=[C:16]([Br:22])[CH:15]=2)[C:7]=1[F:23])[CH3:2].C(ON=O)(C)(C)C.[ClH:32], predict the reaction product. The product is: [CH2:1]([O:3][C:4](=[O:24])[CH2:5][C:6]1[CH:11]=[CH:10][C:9]([Cl:32])=[C:8]([O:13][C:14]2[CH:19]=[C:18]([C:20]#[N:21])[CH:17]=[C:16]([Br:22])[CH:15]=2)[C:7]=1[F:23])[CH3:2].